This data is from Choline transporter screen with 302,306 compounds. The task is: Binary Classification. Given a drug SMILES string, predict its activity (active/inactive) in a high-throughput screening assay against a specified biological target. (1) The compound is Clc1cc(NC(=O)c2c3n(nc2)c(cc(n3)C)C)ccc1Cl. The result is 0 (inactive). (2) The drug is O(c1cc(CCC(=O)N)ccc1OC)C. The result is 0 (inactive). (3) The molecule is O=C(Nc1cc2OCCOc2cc1)C1C(CC=CC1)C(O)=O. The result is 0 (inactive). (4) The drug is O(CC(=O)Nc1c(C(C)C)cccc1C(C)C)C(=O)C=1OCCOC1. The result is 0 (inactive). (5) The molecule is O=C(NC1C(C(CCC1)C)C)c1ccc(CNC2=C(N3CCCC3)C(=O)C2=O)cc1. The result is 1 (active). (6) The molecule is S(CC(=O)N1C(CCCC1)C)c1n(c(nn1)Cc1ccccc1)C. The result is 0 (inactive). (7) The molecule is O=C(NC(CC)CC)c1n[nH]c(=O)c2c1cccc2. The result is 0 (inactive). (8) The molecule is Clc1cc(NC(=O)CN2CCCCCCC2)cc(Cl)c1. The result is 0 (inactive). (9) The drug is O=C(Nc1c(n2cccc2)cccc1)c1ncc(nc1)C. The result is 0 (inactive). (10) The compound is Clc1n(nc(c1CSc1ccc(cc1)C)c1ccccc1)C. The result is 0 (inactive).